This data is from Forward reaction prediction with 1.9M reactions from USPTO patents (1976-2016). The task is: Predict the product of the given reaction. (1) Given the reactants CCN(C(C)C)C(C)C.C1C=CC2N(O)N=NC=2C=1.CCN=C=NCCCN(C)C.[CH3:31][C:32]1[O:36][N:35]=[C:34]([N:37]2[CH:41]=[C:40]([C:42]([OH:44])=O)[N:39]=[N:38]2)[CH:33]=1.Cl.[NH2:46][CH2:47][C:48]([N:50]1[CH2:55][CH2:54][N:53]([C:56](=[O:68])[C:57]2[CH:62]=[C:61]([F:63])[CH:60]=[CH:59][C:58]=2[C:64]([F:67])([F:66])[F:65])[CH2:52][CH2:51]1)=[O:49].FC1C=CC(C(F)(F)F)=C(C=1)C(O)=O, predict the reaction product. The product is: [F:63][C:61]1[CH:60]=[CH:59][C:58]([C:64]([F:66])([F:65])[F:67])=[C:57]([CH:62]=1)[C:56]([N:53]1[CH2:54][CH2:55][N:50]([C:48](=[O:49])[CH2:47][NH:46][C:42]([C:40]2[N:39]=[N:38][N:37]([C:34]3[CH:33]=[C:32]([CH3:31])[O:36][N:35]=3)[CH:41]=2)=[O:44])[CH2:51][CH2:52]1)=[O:68]. (2) Given the reactants [CH2:1]([O:3][C:4]1[CH:5]=[C:6](/[CH:13]=[CH:14]/[N:15](C)C)[CH:7]=[CH:8][C:9]=1[N+:10]([O-:12])=[O:11])[CH3:2].NOS(O)(=O)=O, predict the reaction product. The product is: [CH2:1]([O:3][C:4]1[CH:5]=[C:6]([CH2:13][C:14]#[N:15])[CH:7]=[CH:8][C:9]=1[N+:10]([O-:12])=[O:11])[CH3:2]. (3) Given the reactants Cl[C:2]1[N:25]=[C:5]2[C:6]([NH:10][CH:11]([C:13]3[CH:18]=[CH:17][CH:16]=[CH:15][C:14]=3[N:19]([CH3:24])[S:20]([CH3:23])(=[O:22])=[O:21])[CH3:12])=[CH:7][CH:8]=[CH:9][N:4]2[N:3]=1.[CH3:26][N:27]1[CH2:32][CH2:31][N:30]([C:33]2[CH:38]=[CH:37][C:36]([NH2:39])=[CH:35][CH:34]=2)[CH2:29][CH2:28]1.C1(P(C2CCCCC2)C2C=CC=CC=2C2C=CC=CC=2P(C2CCCCC2)C2CCCCC2)CCCCC1, predict the reaction product. The product is: [CH3:24][N:19]([C:14]1[CH:15]=[CH:16][CH:17]=[CH:18][C:13]=1[CH:11]([NH:10][C:6]1[C:5]2[N:4]([N:3]=[C:2]([NH:39][C:36]3[CH:35]=[CH:34][C:33]([N:30]4[CH2:29][CH2:28][N:27]([CH3:26])[CH2:32][CH2:31]4)=[CH:38][CH:37]=3)[N:25]=2)[CH:9]=[CH:8][CH:7]=1)[CH3:12])[S:20]([CH3:23])(=[O:22])=[O:21]. (4) The product is: [CH2:23]([O:22][C:20](=[O:21])[C:17]([CH3:19])([CH:14]1[CH2:15][CH2:16][NH:11][CH2:12][CH2:13]1)[CH3:18])[CH3:24]. Given the reactants C(OC([N:11]1[CH2:16][CH:15]=[C:14]([C:17]([C:20]([O:22][CH2:23][CH3:24])=[O:21])([CH3:19])[CH3:18])[CH2:13][CH2:12]1)=O)C1C=CC=CC=1, predict the reaction product. (5) Given the reactants S(=O)(=O)(O)O.COC[O:9][C:10]1[C:11]2[C:12]3[CH:13]=[CH:14][C:15](=[O:42])[N:16]([N:41]=3)[CH2:17][C:18]3[CH:40]=[C:22]([C:23](=[O:39])[NH:24][C:25]4[N:33]([CH2:34][C:35]([CH:38]=2)=[CH:36][CH:37]=1)[C:32]1[CH:31]=[CH:30][CH:29]=[CH:28][C:27]=1[N:26]=4)[CH:21]=[CH:20][CH:19]=3.O, predict the reaction product. The product is: [OH:9][C:10]1[C:11]2[C:12]3[CH:13]=[CH:14][C:15](=[O:42])[N:16]([N:41]=3)[CH2:17][C:18]3[CH:40]=[C:22]([C:23](=[O:39])[NH:24][C:25]4[N:33]([CH2:34][C:35]([CH:38]=2)=[CH:36][CH:37]=1)[C:32]1[CH:31]=[CH:30][CH:29]=[CH:28][C:27]=1[N:26]=4)[CH:21]=[CH:20][CH:19]=3.